This data is from Experimentally validated miRNA-target interactions with 360,000+ pairs, plus equal number of negative samples. The task is: Binary Classification. Given a miRNA mature sequence and a target amino acid sequence, predict their likelihood of interaction. (1) The miRNA is hsa-miR-4458 with sequence AGAGGUAGGUGUGGAAGAA. The protein sequence of the target gene is MSKGPAVGIDLGTTYSCVGVFQHGKVEIIANDQGNRTTPSYVAFTDTERLIGDAAKNQVAMNPTNTVFDAKRLIGRRFDDAVVQSDMKHWPFMVVNDAGRPKVQVEYKGETKSFYPEEVSSMVLTKMKEIAEAYLGKTVTNAVVTVPAYFNDSQRQATKDAGTIAGLNVLRIINEPTAAAIAYGLDKKVGAERNVLIFDLGGGTFDVSILTIEDGIFEVKSTAGDTHLGGEDFDNRMVNHFIAEFKRKHKKDISENKRAVRRLRTACERAKRTLSSSTQASIEIDSLYEGIDFYTSITRA.... Result: 0 (no interaction). (2) The miRNA is hsa-miR-5681b with sequence AGGUAUUGCCACCCUUUCUAGU. The protein sequence of the target gene is MPPSPLDDRVVVALSRPVRPQDLNLCLDSSYLGSASPGSGSHAPVLATAVVTLKAANLTYMPSSSGSARSLNCGCSSTSCCTVATYDKDHQAQTQAIAAGTATTAIGTSTTCPANQMVNNNENTGSVLSPSGGVGSPVSGTPKQLASIKIIYPNDLAKKMTKCSKSHLPSQGPVIIDCRPFMEYNKSHIQGAVHINCADKISRRRLQQGKITVLDLISCREGKDSFKRIFSKEIIVYDENTNEPSRVTPSQPLHIVLESLKREGKEPLVLKGGLSSFKQNHGNLCDNSLQLQECREVGGG.... Result: 0 (no interaction).